This data is from NCI-60 drug combinations with 297,098 pairs across 59 cell lines. The task is: Regression. Given two drug SMILES strings and cell line genomic features, predict the synergy score measuring deviation from expected non-interaction effect. (1) Drug 1: CNC(=O)C1=CC=CC=C1SC2=CC3=C(C=C2)C(=NN3)C=CC4=CC=CC=N4. Drug 2: C(CCl)NC(=O)N(CCCl)N=O. Cell line: 786-0. Synergy scores: CSS=3.01, Synergy_ZIP=-1.40, Synergy_Bliss=0.477, Synergy_Loewe=0.0931, Synergy_HSA=-0.0236. (2) Drug 1: CN1C(=O)N2C=NC(=C2N=N1)C(=O)N. Drug 2: C1C(C(OC1N2C=NC3=C2NC=NCC3O)CO)O. Cell line: LOX IMVI. Synergy scores: CSS=-0.930, Synergy_ZIP=1.87, Synergy_Bliss=0.821, Synergy_Loewe=0.0955, Synergy_HSA=0.393. (3) Drug 1: C1CC(C1)(C(=O)O)C(=O)O.[NH2-].[NH2-].[Pt+2]. Drug 2: CS(=O)(=O)CCNCC1=CC=C(O1)C2=CC3=C(C=C2)N=CN=C3NC4=CC(=C(C=C4)OCC5=CC(=CC=C5)F)Cl. Cell line: SW-620. Synergy scores: CSS=21.3, Synergy_ZIP=-0.478, Synergy_Bliss=-2.24, Synergy_Loewe=-5.13, Synergy_HSA=-3.94. (4) Drug 1: CC1=C2C(C(=O)C3(C(CC4C(C3C(C(C2(C)C)(CC1OC(=O)C(C(C5=CC=CC=C5)NC(=O)OC(C)(C)C)O)O)OC(=O)C6=CC=CC=C6)(CO4)OC(=O)C)OC)C)OC. Drug 2: B(C(CC(C)C)NC(=O)C(CC1=CC=CC=C1)NC(=O)C2=NC=CN=C2)(O)O. Cell line: UACC62. Synergy scores: CSS=40.9, Synergy_ZIP=6.36, Synergy_Bliss=8.55, Synergy_Loewe=1.86, Synergy_HSA=7.95. (5) Drug 1: CC1=C(C=C(C=C1)C(=O)NC2=CC(=CC(=C2)C(F)(F)F)N3C=C(N=C3)C)NC4=NC=CC(=N4)C5=CN=CC=C5. Drug 2: CCN(CC)CCCC(C)NC1=C2C=C(C=CC2=NC3=C1C=CC(=C3)Cl)OC. Cell line: KM12. Synergy scores: CSS=10.7, Synergy_ZIP=-9.43, Synergy_Bliss=-6.80, Synergy_Loewe=-19.6, Synergy_HSA=-7.49. (6) Drug 1: C1=CC(=CC=C1CCCC(=O)O)N(CCCl)CCCl. Drug 2: C1=CC(=CC=C1C#N)C(C2=CC=C(C=C2)C#N)N3C=NC=N3. Cell line: IGROV1. Synergy scores: CSS=28.0, Synergy_ZIP=-7.96, Synergy_Bliss=-3.94, Synergy_Loewe=-2.60, Synergy_HSA=-2.16. (7) Drug 1: CC1CCC2CC(C(=CC=CC=CC(CC(C(=O)C(C(C(=CC(C(=O)CC(OC(=O)C3CCCCN3C(=O)C(=O)C1(O2)O)C(C)CC4CCC(C(C4)OC)O)C)C)O)OC)C)C)C)OC. Drug 2: CC1=C(C(=O)C2=C(C1=O)N3CC4C(C3(C2COC(=O)N)OC)N4)N. Cell line: TK-10. Synergy scores: CSS=14.6, Synergy_ZIP=-0.829, Synergy_Bliss=5.76, Synergy_Loewe=-0.0340, Synergy_HSA=5.02.